From a dataset of Forward reaction prediction with 1.9M reactions from USPTO patents (1976-2016). Predict the product of the given reaction. (1) Given the reactants [O:1]=[C:2]1[NH:7][CH2:6][CH2:5][N:4]2[CH:8]=[C:9]([C:11]([O:13][CH2:14][CH3:15])=[O:12])[CH:10]=[C:3]12.C(=O)([O-])[O-].[Cs+].[Cs+].[CH2:22](Br)[C:23]1[CH:28]=[CH:27][CH:26]=[CH:25][CH:24]=1, predict the reaction product. The product is: [CH2:22]([N:7]1[CH2:6][CH2:5][N:4]2[CH:8]=[C:9]([C:11]([O:13][CH2:14][CH3:15])=[O:12])[CH:10]=[C:3]2[C:2]1=[O:1])[C:23]1[CH:28]=[CH:27][CH:26]=[CH:25][CH:24]=1. (2) Given the reactants [Cl:1][C:2]1[N:11]=[C:10](Cl)[C:9]2[C:4](=[CH:5][CH:6]=[CH:7][CH:8]=2)[N:3]=1.[CH:13]1([NH2:19])[CH2:18][CH2:17][CH2:16][CH2:15][CH2:14]1.[CH:20]([C:23]1[CH:27]=[C:26]([CH:28]([CH3:30])[CH3:29])[NH:25][N:24]=1)([CH3:22])[CH3:21].[H-].[Na+], predict the reaction product. The product is: [ClH:1].[CH:13]1([NH:19][C:10]2[C:9]3[C:4](=[CH:5][CH:6]=[CH:7][CH:8]=3)[N:3]=[C:2]([N:24]3[C:23]([CH:20]([CH3:21])[CH3:22])=[CH:27][C:26]([CH:28]([CH3:30])[CH3:29])=[N:25]3)[N:11]=2)[CH2:18][CH2:17][CH2:16][CH2:15][CH2:14]1. (3) Given the reactants [Li].C([O:4][C:5](=[O:18])[C:6](O)=[CH:7][C:8]([C:10]1[CH:15]=[CH:14][C:13]([Cl:16])=[CH:12][CH:11]=1)=O)C.Cl.[Cl:20][C:21]1[CH:26]=[CH:25][CH:24]=[CH:23][C:22]=1[NH:27][NH2:28].[OH-].[K+].Cl, predict the reaction product. The product is: [Cl:20][C:21]1[CH:26]=[CH:25][CH:24]=[CH:23][C:22]=1[N:27]1[C:8]([C:10]2[CH:11]=[CH:12][C:13]([Cl:16])=[CH:14][CH:15]=2)=[CH:7][C:6]([C:5]([OH:4])=[O:18])=[N:28]1. (4) Given the reactants [C:1]([O:11][CH:12]([CH3:14])[CH3:13])(=[O:10])/[CH:2]=[CH:3]/[C:4]([O:6][CH:7]([CH3:9])[CH3:8])=[O:5].[C:15]([O:25][CH:26]([CH3:28])[CH3:27])(=[O:24])[CH:16]=[CH:17][C:18]1[CH:23]=[CH:22][CH:21]=[CH:20][CH:19]=1.C(OCC1CCC(COC=C)CC1)=C.C(OOOC(C)(C)C)(=O)C(C)(C)C, predict the reaction product. The product is: [C:4]([O:6][CH:7]([CH3:9])[CH3:8])(=[O:5])/[CH:3]=[CH:2]/[C:1]([O:11][CH:12]([CH3:14])[CH3:13])=[O:10].[C:15]([O:25][CH:26]([CH3:28])[CH3:27])(=[O:24])[CH:16]=[CH:17][C:18]1[CH:19]=[CH:20][CH:21]=[CH:22][CH:23]=1. (5) Given the reactants [CH:1]([Mg]Cl)([CH3:3])[CH3:2].[CH:6]1([NH:9][C:10](=[O:32])[C:11]2[CH:16]=[CH:15][C:14]([CH3:17])=[C:13]([N:18]3[CH:23]=[CH:22][N:21]=[C:20](OC4C=CC=CC=4)[C:19]3=[O:31])[CH:12]=2)[CH2:8][CH2:7]1.C1C=CC(C[SH:40])=CC=1.[NH4+].[Cl-].O1C[CH2:46][CH2:45][CH2:44]1, predict the reaction product. The product is: [CH:6]1([NH:9][C:10](=[O:32])[C:11]2[CH:16]=[CH:15][C:14]([CH3:17])=[C:13]([N:18]3[CH:23]=[CH:22][N:21]=[C:20]([S:40][C:1]4[CH:3]=[CH:46][CH:45]=[CH:44][CH:2]=4)[C:19]3=[O:31])[CH:12]=2)[CH2:7][CH2:8]1.